Dataset: Reaction yield outcomes from USPTO patents with 853,638 reactions. Task: Predict the reaction yield, written as a fraction of the theoretical maximum amount of product (1.0 means a 100% yield; for example, 0.34 means a 34% yield). (1) The reactants are [Cl:1][C:2]1[CH:36]=[CH:35][C:5]([CH2:6][N:7]2[C:15]3[C:14](=[O:16])[N:13]([CH2:17][C:18](O)=[O:19])[C:12](=[O:21])[N:11]([CH3:22])[C:10]=3[N:9]=[C:8]2[O:23][C:24]2[CH:29]=[CH:28][CH:27]=[C:26]([O:30][C:31]([F:34])([F:33])[F:32])[CH:25]=2)=[CH:4][CH:3]=1.C1N=CN(C(N2C=NC=C2)=O)C=1.[CH2:49]([NH2:52])[CH2:50][CH3:51]. The catalyst is CN(C=O)C.O. The product is [Cl:1][C:2]1[CH:36]=[CH:35][C:5]([CH2:6][N:7]2[C:15]3[C:14](=[O:16])[N:13]([CH2:17][C:18]([NH:52][CH2:49][CH2:50][CH3:51])=[O:19])[C:12](=[O:21])[N:11]([CH3:22])[C:10]=3[N:9]=[C:8]2[O:23][C:24]2[CH:29]=[CH:28][CH:27]=[C:26]([O:30][C:31]([F:33])([F:34])[F:32])[CH:25]=2)=[CH:4][CH:3]=1. The yield is 0.470. (2) The reactants are [H-].[Na+].CC[OH:5].[N:6]1[CH:11]=[CH:10][CH:9]=[C:8]([CH:12]=O)[CH:7]=1.[CH2:14]([O:16][C:17](=[O:22])[CH2:18]N(C)C)[CH3:15].COC(=O)CN(C)C. The catalyst is CCCCCC.CCOCC. The product is [CH2:14]([O:16][C:17](=[O:22])[C:18]([OH:5])=[CH:12][C:8]1[CH:7]=[N:6][CH:11]=[CH:10][CH:9]=1)[CH3:15]. The yield is 0.520. (3) The reactants are Br[C:2]1[CH:8]=[C:7]([N+:9]([O-:11])=[O:10])[CH:6]=[CH:5][C:3]=1[NH2:4].[C:12]([C:14]1([CH3:17])[CH2:16][CH2:15]1)#[CH:13]. The catalyst is C(N(CC)CC)C.[Cu]I.Cl[Pd](Cl)([P](C1C=CC=CC=1)(C1C=CC=CC=1)C1C=CC=CC=1)[P](C1C=CC=CC=1)(C1C=CC=CC=1)C1C=CC=CC=1. The product is [CH3:17][C:14]1([C:12]#[C:13][C:2]2[CH:8]=[C:7]([N+:9]([O-:11])=[O:10])[CH:6]=[CH:5][C:3]=2[NH2:4])[CH2:16][CH2:15]1. The yield is 0.790. (4) The reactants are FC(F)(F)C(O)=O.[Br:8][C:9]1[CH:14]=[CH:13][C:12]([NH:15][C:16]2[C:17]([C:27]([NH:29][O:30][CH2:31][CH2:32][O:33][C:34](=[O:40])[CH:35]([NH2:39])[CH:36]([CH3:38])[CH3:37])=[O:28])=[CH:18][C:19]3[N:23]([CH3:24])[CH:22]=[N:21][C:20]=3[C:25]=2[F:26])=[C:11]([Cl:41])[CH:10]=1.C([O-])(O)=O.[Na+].O. The catalyst is CCOC(C)=O. The product is [Br:8][C:9]1[CH:14]=[CH:13][C:12]([NH:15][C:16]2[C:17]([C:27]([NH:29][O:30][CH2:31][CH2:32][O:33][C:34](=[O:40])[CH:35]([NH2:39])[CH:36]([CH3:38])[CH3:37])=[O:28])=[CH:18][C:19]3[N:23]([CH3:24])[CH:22]=[N:21][C:20]=3[C:25]=2[F:26])=[C:11]([Cl:41])[CH:10]=1. The yield is 0.860.